This data is from NCI-60 drug combinations with 297,098 pairs across 59 cell lines. The task is: Regression. Given two drug SMILES strings and cell line genomic features, predict the synergy score measuring deviation from expected non-interaction effect. (1) Synergy scores: CSS=10.6, Synergy_ZIP=-2.55, Synergy_Bliss=-1.88, Synergy_Loewe=-2.66, Synergy_HSA=-2.63. Drug 2: CN(C(=O)NC(C=O)C(C(C(CO)O)O)O)N=O. Cell line: SK-MEL-28. Drug 1: C1CCC(CC1)NC(=O)N(CCCl)N=O. (2) Drug 1: CN1C(=O)N2C=NC(=C2N=N1)C(=O)N. Drug 2: CC1C(C(CC(O1)OC2CC(OC(C2O)C)OC3=CC4=CC5=C(C(=O)C(C(C5)C(C(=O)C(C(C)O)O)OC)OC6CC(C(C(O6)C)O)OC7CC(C(C(O7)C)O)OC8CC(C(C(O8)C)O)(C)O)C(=C4C(=C3C)O)O)O)O. Cell line: U251. Synergy scores: CSS=38.6, Synergy_ZIP=3.79, Synergy_Bliss=5.90, Synergy_Loewe=-42.8, Synergy_HSA=0.504.